This data is from Catalyst prediction with 721,799 reactions and 888 catalyst types from USPTO. The task is: Predict which catalyst facilitates the given reaction. (1) Reactant: [CH:1]1([N:6]2[CH2:14][C:13]3[C:8](=[CH:9][CH:10]=[C:11]([OH:15])[CH:12]=3)[C:7]2=[O:16])[CH2:5][CH2:4][CH2:3][CH2:2]1.C([O-])([O-])=O.[K+].[K+].Br[CH2:24][C:25]1[CH:26]=[C:27]([B:31]([OH:33])[OH:32])[CH:28]=[CH:29][CH:30]=1. Product: [CH:1]1([N:6]2[CH2:14][C:13]3[C:8](=[CH:9][CH:10]=[C:11]([O:15][CH2:24][C:25]4[CH:26]=[C:27]([B:31]([OH:33])[OH:32])[CH:28]=[CH:29][CH:30]=4)[CH:12]=3)[C:7]2=[O:16])[CH2:2][CH2:3][CH2:4][CH2:5]1. The catalyst class is: 21. (2) Reactant: [NH2:1][C:2]1[CH:3]=[C:4]([CH:25]=[CH:26][CH:27]=1)[O:5][C:6]1[CH:14]=[C:13]([F:15])[CH:12]=[C:11]([NH:16][C:17]2[CH:22]=[CH:21][C:20]([I:23])=[CH:19][C:18]=2[F:24])[C:7]=1[C:8]([NH2:10])=[O:9].C(N(C(C)C)C(C)C)C.[CH2:37]([NH:40][S:41](Cl)(=[O:43])=[O:42])[CH2:38][CH3:39]. Product: [CH2:37]([NH:40][S:41]([NH:1][C:2]1[CH:3]=[C:4]([CH:25]=[CH:26][CH:27]=1)[O:5][C:6]1[CH:14]=[C:13]([F:15])[CH:12]=[C:11]([NH:16][C:17]2[CH:22]=[CH:21][C:20]([I:23])=[CH:19][C:18]=2[F:24])[C:7]=1[C:8]([NH2:10])=[O:9])(=[O:43])=[O:42])[CH2:38][CH3:39]. The catalyst class is: 2.